Dataset: Peptide-MHC class I binding affinity with 185,985 pairs from IEDB/IMGT. Task: Regression. Given a peptide amino acid sequence and an MHC pseudo amino acid sequence, predict their binding affinity value. This is MHC class I binding data. (1) The peptide sequence is WANFKFRDLL. The MHC is H-2-Db with pseudo-sequence H-2-Db. The binding affinity (normalized) is 0.185. (2) The peptide sequence is RLASCRDAL. The MHC is HLA-E01:03 with pseudo-sequence HLA-E01:03. The binding affinity (normalized) is 0. (3) The peptide sequence is YPAVINSNI. The MHC is HLA-B07:02 with pseudo-sequence HLA-B07:02. The binding affinity (normalized) is 0.453. (4) The peptide sequence is SDLGTWQMDCT. The MHC is Mamu-A11 with pseudo-sequence Mamu-A11. The binding affinity (normalized) is 0.292. (5) The peptide sequence is GHFPLQHAL. The binding affinity (normalized) is 0.0847. The MHC is HLA-A69:01 with pseudo-sequence HLA-A69:01. (6) The peptide sequence is MIDSDEWVY. The MHC is HLA-A68:02 with pseudo-sequence HLA-A68:02. The binding affinity (normalized) is 0.0847. (7) The peptide sequence is EPLWGSLAV. The MHC is HLA-A02:11 with pseudo-sequence HLA-A02:11. The binding affinity (normalized) is 0.311.